Predict the reactants needed to synthesize the given product. From a dataset of Full USPTO retrosynthesis dataset with 1.9M reactions from patents (1976-2016). (1) The reactants are: [NH2:1][C:2]1[CH:10]=[CH:9][CH:8]=[C:7]2[C:3]=1[CH2:4][O:5][C:6]2=[O:11].[N:12]1[CH:17]=[CH:16][CH:15]=[CH:14][C:13]=1[CH:18]=O.[O-]S([O-])(=O)=O.[Mg+2]. Given the product [N:12]1[CH:17]=[CH:16][CH:15]=[CH:14][C:13]=1/[CH:18]=[N:1]/[C:2]1[CH:10]=[CH:9][CH:8]=[C:7]2[C:3]=1[CH2:4][O:5][C:6]2=[O:11], predict the reactants needed to synthesize it. (2) Given the product [CH3:6][C:7]1[CH:8]=[CH:9][C:10]([NH:26][C:27]([C:29]2[CH:34]=[CH:33][C:32]([CH2:35][N:36]3[CH2:37][CH2:38][N:39]([CH3:42])[CH2:40][CH2:41]3)=[CH:31][CH:30]=2)=[O:28])=[CH:11][C:12]=1[NH:13][C:14]1[N:19]=[C:18]([C:20]2[CH:21]=[CH:22][CH:23]=[N:24][CH:25]=2)[CH:17]=[CH:16][N:15]=1.[CH3:1][S:2]([OH:5])(=[O:4])=[O:3], predict the reactants needed to synthesize it. The reactants are: [CH3:1][S:2]([OH:5])(=[O:4])=[O:3].[CH3:6][C:7]1[CH:8]=[CH:9][C:10]([NH:26][C:27]([C:29]2[CH:30]=[CH:31][C:32]([CH2:35][N:36]3[CH2:41][CH2:40][N:39]([CH3:42])[CH2:38][CH2:37]3)=[CH:33][CH:34]=2)=[O:28])=[CH:11][C:12]=1[NH:13][C:14]1[N:15]=[CH:16][CH:17]=[C:18]([C:20]2[CH:21]=[CH:22][CH:23]=[N:24][CH:25]=2)[N:19]=1.C(O)(C)C.C(OCC)(=O)C. (3) Given the product [CH3:54][O:55][C:56](=[O:63])[CH2:57][CH2:58][CH2:59][CH2:60][CH2:61][NH:62][C:19](=[O:20])[C:18]1[CH:22]=[CH:23][C:15]([CH:14]=[N:13][N:12]=[C:5]2[C:4]3[C:8](=[CH:9][CH:10]=[C:2]([F:1])[CH:3]=3)[NH:7][C:6]2=[O:11])=[CH:16][CH:17]=1, predict the reactants needed to synthesize it. The reactants are: [F:1][C:2]1[CH:3]=[C:4]2[C:8](=[CH:9][CH:10]=1)[NH:7][C:6](=[O:11])[C:5]2=[N:12][N:13]=[CH:14][C:15]1[CH:23]=[CH:22][C:18]([C:19](O)=[O:20])=[CH:17][CH:16]=1.Cl.C(N=C=NCCCN(C)C)C.OC1C2N=NNC=2C=CC=1.C(N(CC)CC)C.Cl.[CH3:54][O:55][C:56](=[O:63])[CH2:57][CH2:58][CH2:59][CH2:60][CH2:61][NH2:62]. (4) Given the product [CH3:28][N:25]1[CH2:24][CH2:23][N:22]([C:19]2[CH:20]=[CH:21][C:16]([NH:15][CH:14]=[C:5]3[C:4]4[C:9](=[CH:10][CH:11]=[C:2]([C:34]5[CH:35]=[CH:36][C:31]([C:29]#[N:30])=[CH:32][CH:33]=5)[CH:3]=4)[C:8](=[O:12])[NH:7][C:6]3=[O:13])=[CH:17][CH:18]=2)[CH2:27][CH2:26]1, predict the reactants needed to synthesize it. The reactants are: Br[C:2]1[CH:3]=[C:4]2[C:9](=[CH:10][CH:11]=1)[C:8](=[O:12])[NH:7][C:6](=[O:13])[C:5]2=[CH:14][NH:15][C:16]1[CH:21]=[CH:20][C:19]([N:22]2[CH2:27][CH2:26][N:25]([CH3:28])[CH2:24][CH2:23]2)=[CH:18][CH:17]=1.[C:29]([C:31]1[CH:36]=[CH:35][C:34](B(O)O)=[CH:33][CH:32]=1)#[N:30].C(=O)([O-])[O-].[Cs+].[Cs+]. (5) Given the product [CH3:1][C:2]1([CH3:29])[C:10]2[CH:9]=[N:8][C:7]([S:11][CH3:14])=[N:6][C:5]=2[CH2:4][N:3]1[C:19]([O:21][CH2:22][C:23]1[CH:28]=[CH:27][CH:26]=[CH:25][CH:24]=1)=[O:20], predict the reactants needed to synthesize it. The reactants are: [CH3:1][C:2]1([CH3:29])[C:10]2[CH:9]=[N:8][C:7]([S:11]([CH3:14])(=O)=O)=[N:6][C:5]=2[CH:4](C(OC)=O)[N:3]1[C:19]([O:21][CH2:22][C:23]1[CH:28]=[CH:27][CH:26]=[CH:25][CH:24]=1)=[O:20].[OH-].[Na+].[NH4+].[Cl-]. (6) Given the product [CH2:1]([C:3]1[CH:4]=[C:5]([C:10]2[N:15]=[C:14]([C:16]([O:18][CH3:19])=[O:17])[CH:13]=[CH:12][CH:11]=2)[CH:6]=[CH:7][C:8]=1[O:9][CH3:20])[CH3:2], predict the reactants needed to synthesize it. The reactants are: [CH2:1]([C:3]1[CH:4]=[C:5]([C:10]2[N:15]=[C:14]([C:16]([O:18][CH3:19])=[O:17])[CH:13]=[CH:12][CH:11]=2)[CH:6]=[CH:7][C:8]=1[OH:9])[CH3:2].[C:20](=O)([O-])[O-].[K+].[K+].CI. (7) Given the product [C:27]([C:31]1[CH:32]=[CH:33][C:34]([C:35]([N:22]2[CH2:23][CH2:24][CH2:25][CH:21]2[C:18]2[CH:17]=[CH:16][C:15]([C:14]3[CH:13]=[CH:12][N:11]=[C:10]4[NH:26][C:7]([C:5]5[CH:4]=[N:3][N:2]([CH3:1])[CH:6]=5)=[N:8][C:9]=34)=[CH:20][CH:19]=2)=[O:36])=[CH:38][CH:39]=1)([CH3:30])([CH3:28])[CH3:29], predict the reactants needed to synthesize it. The reactants are: [CH3:1][N:2]1[CH:6]=[C:5]([C:7]2[NH:26][C:10]3=[N:11][CH:12]=[CH:13][C:14]([C:15]4[CH:20]=[CH:19][C:18]([CH:21]5[CH2:25][CH2:24][CH2:23][NH:22]5)=[CH:17][CH:16]=4)=[C:9]3[N:8]=2)[CH:4]=[N:3]1.[C:27]([C:31]1[CH:39]=[CH:38][C:34]([C:35](Cl)=[O:36])=[CH:33][CH:32]=1)([CH3:30])([CH3:29])[CH3:28].C(=O)([O-])O.[Na+].O.C1COCC1.